From a dataset of Forward reaction prediction with 1.9M reactions from USPTO patents (1976-2016). Predict the product of the given reaction. (1) Given the reactants Cl.[F:2][C:3]1[CH:8]=[CH:7][C:6]([NH:9][C:10]2[CH:15]=[CH:14][N:13]=[C:12]([NH:16][C:17]3[CH:22]=[CH:21][C:20]([S:23](Cl)(=[O:25])=[O:24])=[CH:19][CH:18]=3)[N:11]=2)=[CH:5][CH:4]=1.[CH3:27][NH:28][CH:29]1[CH2:34][CH2:33][S:32][CH2:31][CH2:30]1, predict the reaction product. The product is: [F:2][C:3]1[CH:8]=[CH:7][C:6]([NH:9][C:10]2[CH:15]=[CH:14][N:13]=[C:12]([NH:16][C:17]3[CH:22]=[CH:21][C:20]([S:23]([N:28]([CH3:27])[CH:29]4[CH2:34][CH2:33][S:32][CH2:31][CH2:30]4)(=[O:25])=[O:24])=[CH:19][CH:18]=3)[N:11]=2)=[CH:5][CH:4]=1. (2) Given the reactants C[O:2][CH:3](OC)[C:4]1[NH:5][C:6]([CH2:13][CH3:14])=[C:7]([C:9]([F:12])([F:11])[F:10])[N:8]=1, predict the reaction product. The product is: [CH2:13]([C:6]1[NH:5][C:4]([CH:3]=[O:2])=[N:8][C:7]=1[C:9]([F:11])([F:12])[F:10])[CH3:14]. (3) Given the reactants [C:1]([O:5][C:6]([N:8]1[C:16]2[C:11](=[CH:12][CH:13]=[C:14]([O:17][Si](C(C)(C)C)(C)C)[CH:15]=2)[C:10]([NH:25][C:26](=[O:40])[C:27]2[CH:32]=[CH:31][C:30]([N:33]3[CH2:38][CH2:37][N:36]([CH3:39])[CH2:35][CH2:34]3)=[CH:29][CH:28]=2)=[N:9]1)=[O:7])([CH3:4])([CH3:3])[CH3:2].CCCC[N+](CCCC)(CCCC)CCCC.[F-].O.CCOCC, predict the reaction product. The product is: [C:1]([O:5][C:6]([N:8]1[C:16]2[C:11](=[CH:12][CH:13]=[C:14]([OH:17])[CH:15]=2)[C:10]([NH:25][C:26](=[O:40])[C:27]2[CH:32]=[CH:31][C:30]([N:33]3[CH2:38][CH2:37][N:36]([CH3:39])[CH2:35][CH2:34]3)=[CH:29][CH:28]=2)=[N:9]1)=[O:7])([CH3:4])([CH3:3])[CH3:2]. (4) The product is: [CH3:28][N:16]([C:17]1[CH:27]=[CH:26][C:20]([C:21]([O:23][CH2:24][CH3:25])=[O:22])=[CH:19][CH:18]=1)[C:13]1[S:14][CH:15]=[C:11]([C:8]2[CH:7]=[CH:6][C:5]([N+:2]([O-:4])=[O:3])=[CH:10][CH:9]=2)[N:12]=1. Given the reactants Br.[N+:2]([C:5]1[CH:10]=[CH:9][C:8]([C:11]2[N:12]=[C:13]([NH:16][C:17]3[CH:27]=[CH:26][C:20]([C:21]([O:23][CH2:24][CH3:25])=[O:22])=[CH:19][CH:18]=3)[S:14][CH:15]=2)=[CH:7][CH:6]=1)([O-:4])=[O:3].[C:28](=O)([O-])[O-].[K+].[K+].S(OC)(OC)(=O)=O, predict the reaction product. (5) Given the reactants [F:1][CH:2]([F:14])[O:3][C:4]1[CH:9]=[CH:8][C:7]([S:10](Cl)(=[O:12])=[O:11])=[CH:6][CH:5]=1.[CH3:15][O:16][C:17]1[CH:22]=[CH:21][C:20]([NH2:23])=[CH:19][C:18]=1[N:24]1[CH2:29][CH2:28][N:27]([CH3:30])[CH2:26][CH2:25]1, predict the reaction product. The product is: [F:1][CH:2]([F:14])[O:3][C:4]1[CH:9]=[CH:8][C:7]([S:10]([NH:23][C:20]2[CH:21]=[CH:22][C:17]([O:16][CH3:15])=[C:18]([N:24]3[CH2:25][CH2:26][N:27]([CH3:30])[CH2:28][CH2:29]3)[CH:19]=2)(=[O:12])=[O:11])=[CH:6][CH:5]=1. (6) Given the reactants Br[C:2]1[CH:3]=[C:4]([CH:9]=[CH:10][C:11]=1[O:12][CH:13]([CH3:15])[CH3:14])[C:5]([O:7][CH3:8])=[O:6].[Cu][C:17]#[N:18].C(OCC)(=O)C, predict the reaction product. The product is: [C:17]([C:2]1[CH:3]=[C:4]([CH:9]=[CH:10][C:11]=1[O:12][CH:13]([CH3:15])[CH3:14])[C:5]([O:7][CH3:8])=[O:6])#[N:18]. (7) Given the reactants [F:1][C:2]([F:16])([F:15])[C:3]([NH:5][C@H:6]([CH3:14])[CH2:7][C:8]1[CH:13]=[CH:12][CH:11]=[CH:10][CH:9]=1)=[O:4].Cl[S:18]([C:21]1[CH:22]=[CH:23][C:24]([OH:31])=[C:25]([CH:30]=1)[C:26]([O:28][CH3:29])=[O:27])(=[O:20])=[O:19].[Cl-].[Al+3].[Cl-].[Cl-].C(Cl)(Cl)Cl, predict the reaction product. The product is: [OH:31][C:24]1[CH:23]=[CH:22][C:21]([S:18]([C:11]2[CH:12]=[CH:13][C:8]([CH2:7][C@H:6]([NH:5][C:3](=[O:4])[C:2]([F:15])([F:16])[F:1])[CH3:14])=[CH:9][CH:10]=2)(=[O:20])=[O:19])=[CH:30][C:25]=1[C:26]([O:28][CH3:29])=[O:27].